This data is from Catalyst prediction with 721,799 reactions and 888 catalyst types from USPTO. The task is: Predict which catalyst facilitates the given reaction. (1) Reactant: [CH:1]1([N:6]([CH3:40])[C:7]2[CH:8]=[C:9]([N:27]3[CH2:32][CH2:31][N:30](C(OC(C)(C)C)=O)[CH2:29][CH2:28]3)[CH:10]=[C:11]([C:14](=[O:26])[NH:15][CH2:16][C:17]3[C:18](=[O:25])[NH:19][C:20]([CH3:24])=[CH:21][C:22]=3[CH3:23])[C:12]=2[CH3:13])[CH2:5][CH2:4][CH2:3][CH2:2]1.[C:41]([OH:47])([C:43]([F:46])([F:45])[F:44])=[O:42]. Product: [CH:1]1([N:6]([CH3:40])[C:7]2[C:12]([CH3:13])=[C:11]([CH:10]=[C:9]([N:27]3[CH2:32][CH2:31][NH:30][CH2:29][CH2:28]3)[CH:8]=2)[C:14]([NH:15][CH2:16][C:17]2[C:18](=[O:25])[NH:19][C:20]([CH3:24])=[CH:21][C:22]=2[CH3:23])=[O:26])[CH2:5][CH2:4][CH2:3][CH2:2]1.[C:41]([OH:47])([C:43]([F:46])([F:45])[F:44])=[O:42]. The catalyst class is: 2. (2) Reactant: [Br:1][C:2]1[CH:9]=[CH:8][C:7]([CH:10]([OH:12])[CH3:11])=[CH:6][C:3]=1[C:4]#[N:5].[CH3:13]N(C=O)C. Product: [Br:1][C:2]1[CH:9]=[CH:8][C:7]([CH:10]([O:12][CH3:13])[CH3:11])=[CH:6][C:3]=1[C:4]#[N:5]. The catalyst class is: 1.